This data is from Forward reaction prediction with 1.9M reactions from USPTO patents (1976-2016). The task is: Predict the product of the given reaction. Given the reactants Cl[C:2]1[N:11]=[C:10](Cl)[C:9]2[C:4](=[CH:5][CH:6]=[CH:7][CH:8]=2)[N:3]=1.Cl.[CH3:14][O:15][NH2:16].[OH-:17].[Na+], predict the reaction product. The product is: [CH3:14][O:15][NH:16][C:10]1[C:9]2[C:4](=[CH:5][CH:6]=[CH:7][CH:8]=2)[NH:3][C:2](=[O:17])[N:11]=1.